From a dataset of Reaction yield outcomes from USPTO patents with 853,638 reactions. Predict the reaction yield, written as a fraction of the theoretical maximum amount of product (1.0 means a 100% yield; for example, 0.34 means a 34% yield). (1) The reactants are FC(F)(F)C(O)=O.[NH2:8][CH2:9][CH2:10][C:11]1[CH:16]=[CH:15][N:14]=[C:13]([C:17]2[S:18][C:19]3[CH:27]=[CH:26][CH:25]=[CH:24][C:20]=3[C:21](=[O:23])[N:22]=2)[CH:12]=1.[C:28](Cl)(=[O:35])[C:29]1[CH:34]=[CH:33][CH:32]=[CH:31][CH:30]=1.C(=O)([O-])[O-].[K+].[K+].C(OCC)(=O)C. The catalyst is CN(C)C(=O)C.O. The product is [O:23]=[C:21]1[C:20]2[CH:24]=[CH:25][CH:26]=[CH:27][C:19]=2[S:18][C:17]([C:13]2[CH:12]=[C:11]([CH2:10][CH2:9][NH:8][C:28](=[O:35])[C:29]3[CH:34]=[CH:33][CH:32]=[CH:31][CH:30]=3)[CH:16]=[CH:15][N:14]=2)=[N:22]1. The yield is 0.360. (2) The reactants are [C:1]([OH:5])([CH3:4])([CH3:3])[CH3:2].O.[N:7]([CH2:10][C:11]([NH:13][CH2:14][CH2:15][C:16]1[CH:21]=[CH:20][C:19]([OH:22])=[CH:18][CH:17]=1)=[O:12])=[N+:8]=[N-:9].O=[C:24]1O[C@H:29]([C@H:31]([CH2:33][OH:34])O)[C:27]([O-])=[C:25]1O.[Na+].S([O-])([O-])(=O)=O.[CH2:41]1COCC1. The catalyst is O. The product is [C:1]([O:5][C:33](=[O:34])[CH2:31][CH2:29][CH2:27][CH2:25][C:24]1[N:9]=[N:8][N:7]([CH2:10][C:11](=[O:12])[NH:13][CH2:14][CH2:15][C:16]2[CH:17]=[CH:18][C:19]([OH:22])=[CH:20][CH:21]=2)[CH:41]=1)([CH3:4])([CH3:3])[CH3:2]. The yield is 0.850. (3) The reactants are Br[CH2:2][C:3]([C:5]1[CH:10]=[CH:9][CH:8]=[CH:7][CH:6]=1)=O.[C:11]([CH2:13][C:14]([NH2:16])=[S:15])#[N:12].N. The catalyst is CCO. The product is [C:5]1([C:3]2[N:16]=[C:14]([CH2:13][C:11]#[N:12])[S:15][CH:2]=2)[CH:10]=[CH:9][CH:8]=[CH:7][CH:6]=1. The yield is 0.750. (4) The reactants are [CH:1]([O:4][C:5]([N:7]1[CH2:12][CH2:11][CH:10]([O:13][C:14]2[C:19]([CH3:20])=[C:18](Cl)[N:17]=[CH:16][N:15]=2)[CH2:9][CH2:8]1)=[O:6])([CH3:3])[CH3:2].[F:22][C:23]1[CH:28]=[C:27]([O:29][CH2:30][CH2:31][O:32][CH:33]([CH3:35])[CH3:34])[CH:26]=[CH:25][C:24]=1[OH:36].C([O-])([O-])=O.[K+].[K+]. The catalyst is CS(C)=O. The product is [CH:1]([O:4][C:5]([N:7]1[CH2:12][CH2:11][CH:10]([O:13][C:14]2[C:19]([CH3:20])=[C:18]([O:36][C:24]3[CH:25]=[CH:26][C:27]([O:29][CH2:30][CH2:31][O:32][CH:33]([CH3:34])[CH3:35])=[CH:28][C:23]=3[F:22])[N:17]=[CH:16][N:15]=2)[CH2:9][CH2:8]1)=[O:6])([CH3:3])[CH3:2]. The yield is 0.960.